Dataset: Acute oral toxicity (LD50) regression data from Zhu et al.. Task: Regression/Classification. Given a drug SMILES string, predict its toxicity properties. Task type varies by dataset: regression for continuous values (e.g., LD50, hERG inhibition percentage) or binary classification for toxic/non-toxic outcomes (e.g., AMES mutagenicity, cardiotoxicity, hepatotoxicity). Dataset: ld50_zhu. (1) The drug is COP(=S)(OC)OC(C)(C)C1CC=C(C)CC1. The rat oral LD50 is 3.05, given as -log10 of the dose in mol/kg body weight (higher means more acutely toxic). (2) The compound is CNC(=O)ON=C1CCCCC1(C)[N+](=O)[O-]. The rat oral LD50 is 3.69, given as -log10 of the dose in mol/kg body weight (higher means more acutely toxic). (3) The molecule is CNCCCN1c2ccccc2CCc2ccccc21. The rat oral LD50 is 2.85, given as -log10 of the dose in mol/kg body weight (higher means more acutely toxic). (4) The molecule is CC(=O)c1cc2c(cc1C)C(C)(C)C(C)CC2(C)C. The rat oral LD50 is 2.66, given as -log10 of the dose in mol/kg body weight (higher means more acutely toxic).